From a dataset of Catalyst prediction with 721,799 reactions and 888 catalyst types from USPTO. Predict which catalyst facilitates the given reaction. (1) Reactant: CC(C[AlH]CC(C)C)C.C1(C)C=CC=CC=1.C([O:19][C:20](=O)/[CH:21]=[CH:22]/[C:23]1[CH:32]=[CH:31][C:30]2[C:25](=[CH:26][CH:27]=[CH:28][CH:29]=2)[N:24]=1)C.CO. Product: [N:24]1[C:25]2[C:30](=[CH:29][CH:28]=[CH:27][CH:26]=2)[CH:31]=[CH:32][C:23]=1/[CH:22]=[CH:21]/[CH2:20][OH:19]. The catalyst class is: 1. (2) Reactant: [CH3:13][C:12]([O:11][C:9](O[C:9]([O:11][C:12]([CH3:15])([CH3:14])[CH3:13])=[O:10])=[O:10])([CH3:15])[CH3:14].Cl.Cl.Cl.[Cl:19][C:20]1[C:21]([CH2:44][NH2:45])=[C:22]2[C:28]3([CH2:33][CH2:32][NH:31][CH2:30][CH2:29]3)[CH2:27][N:26]([C:34]3[C:35]4[C@H:42]([CH3:43])[CH2:41][CH2:40][C:36]=4[N:37]=[CH:38][N:39]=3)[C:23]2=[CH:24][CH:25]=1. Product: [NH2:45][CH2:44][C:21]1[C:20]([Cl:19])=[CH:25][CH:24]=[C:23]2[N:26]([C:34]3[C:35]4[C@H:42]([CH3:43])[CH2:41][CH2:40][C:36]=4[N:37]=[CH:38][N:39]=3)[CH2:27][C:28]3([CH2:29][CH2:30][N:31]([C:9]([O:11][C:12]([CH3:13])([CH3:14])[CH3:15])=[O:10])[CH2:32][CH2:33]3)[C:22]=12. The catalyst class is: 2. (3) Reactant: C(OC(=O)[NH:7][O:8][CH2:9][CH2:10][N:11]1[CH2:16][CH2:15][O:14][CH2:13][CH2:12]1)(C)(C)C.O1CCOCC1.[ClH:24]. Product: [ClH:24].[ClH:24].[N:11]1([CH2:10][CH2:9][O:8][NH2:7])[CH2:16][CH2:15][O:14][CH2:13][CH2:12]1. The catalyst class is: 5. (4) Reactant: [C:1]([CH2:3][NH:4][C:5]([CH:7]1[CH2:12][CH2:11][CH2:10][CH2:9][CH:8]1[NH:13][C:14]([C:16]1[NH:17][C:18]2[C:23]([CH:24]=1)=[CH:22][CH:21]=[C:20]([OH:25])[CH:19]=2)=[O:15])=[O:6])#[N:2].[CH3:26][N:27]1[CH2:32][CH2:31][N:30]([CH2:33][CH2:34]O)[CH2:29][CH2:28]1.C1(P(C2C=CC=CC=2)C2C=CC=CC=2)C=CC=CC=1.CCOC(/N=N/C(OCC)=O)=O. Product: [C:1]([CH2:3][NH:4][C:5]([CH:7]1[CH2:12][CH2:11][CH2:10][CH2:9][CH:8]1[NH:13][C:14]([C:16]1[NH:17][C:18]2[C:23]([CH:24]=1)=[CH:22][CH:21]=[C:20]([O:25][CH2:34][CH2:33][N:30]1[CH2:31][CH2:32][N:27]([CH3:26])[CH2:28][CH2:29]1)[CH:19]=2)=[O:15])=[O:6])#[N:2]. The catalyst class is: 4.